Dataset: Forward reaction prediction with 1.9M reactions from USPTO patents (1976-2016). Task: Predict the product of the given reaction. (1) The product is: [Cl:11][C:12]1[CH:17]=[CH:16][C:15]([C:18]([C:20]2[CH:25]=[CH:24][CH:23]=[CH:22][C:21]=2[C:26]2[C:27]([CH2:32][O:33][CH2:34][C:35]3[CH:36]=[CH:37][C:38]([O:41][CH3:42])=[CH:39][CH:40]=3)=[N:28][O:29][C:30]=2[CH3:31])=[O:19])=[CH:14][CH:13]=1. Given the reactants C(Cl)(=O)C(Cl)=O.CS(C)=O.[Cl:11][C:12]1[CH:17]=[CH:16][C:15]([CH:18]([C:20]2[CH:25]=[CH:24][CH:23]=[CH:22][C:21]=2[C:26]2[C:27]([CH2:32][O:33][CH2:34][C:35]3[CH:40]=[CH:39][C:38]([O:41][CH3:42])=[CH:37][CH:36]=3)=[N:28][O:29][C:30]=2[CH3:31])[OH:19])=[CH:14][CH:13]=1.CCN(CC)CC, predict the reaction product. (2) Given the reactants [Br:1][C:2]1[CH:3]=[C:4]([CH2:8][NH2:9])[CH:5]=[N:6][CH:7]=1.[Cl:10][C:11]1[C:12]([C:17](O)=[O:18])=[N:13][CH:14]=[CH:15][CH:16]=1, predict the reaction product. The product is: [Br:1][C:2]1[CH:3]=[C:4]([CH2:8][NH:9][C:17](=[O:18])[C:12]2[C:11]([Cl:10])=[CH:16][CH:15]=[CH:14][N:13]=2)[CH:5]=[N:6][CH:7]=1. (3) Given the reactants [C:1]([N:8]1[CH2:13][CH2:12][NH:11][CH2:10][CH2:9]1)([O:3][C:4]([CH3:7])([CH3:6])[CH3:5])=[O:2].Cl[CH2:15][C:16]#[N:17], predict the reaction product. The product is: [C:16]([CH2:15][N:11]1[CH2:10][CH2:9][N:8]([C:1]([O:3][C:4]([CH3:7])([CH3:6])[CH3:5])=[O:2])[CH2:13][CH2:12]1)#[N:17]. (4) Given the reactants CC1(C)C(C)(C)OB([C:9]2[CH:10]=[C:11]3[C:16](=[C:17]([O:19]COCC[Si](C)(C)C)[CH:18]=2)[N:15]=[CH:14][N:13](COCC[Si](C)(C)C)[C:12]3=[O:36])O1.[F:38][C:39]1[CH:44]=[CH:43][C:42](I)=[C:41]([F:46])[C:40]=1[F:47].FC1C=C(I)C=C(F)C=1F.C(=O)([O-])[O-].[K+].[K+], predict the reaction product. The product is: [OH:19][C:17]1[CH:18]=[C:9]([C:42]2[CH:43]=[CH:44][C:39]([F:38])=[C:40]([F:47])[C:41]=2[F:46])[CH:10]=[C:11]2[C:16]=1[N:15]=[CH:14][NH:13][C:12]2=[O:36].